From a dataset of Peptide-MHC class II binding affinity with 134,281 pairs from IEDB. Regression. Given a peptide amino acid sequence and an MHC pseudo amino acid sequence, predict their binding affinity value. This is MHC class II binding data. (1) The peptide sequence is CRSCTLPPLRYMGED. The MHC is DRB1_1302 with pseudo-sequence DRB1_1302. The binding affinity (normalized) is 0.103. (2) The peptide sequence is EHDLERGPPGPRRPP. The MHC is DRB1_0701 with pseudo-sequence DRB1_0701. The binding affinity (normalized) is 0. (3) The peptide sequence is AYDTYKCIPSLEAAV. The MHC is DRB3_0202 with pseudo-sequence DRB3_0202. The binding affinity (normalized) is 0.298. (4) The peptide sequence is KQIANELNYILWENN. The MHC is DRB1_0404 with pseudo-sequence DRB1_0404. The binding affinity (normalized) is 0.342. (5) The peptide sequence is YNNNEAFKVENGSAA. The MHC is DRB1_0301 with pseudo-sequence DRB1_0301. The binding affinity (normalized) is 0. (6) The peptide sequence is HGSPTFWMGSHEVNG. The MHC is DRB1_0901 with pseudo-sequence DRB1_0901. The binding affinity (normalized) is 0.637. (7) The peptide sequence is GCIHMARSLANEWRD. The MHC is HLA-DPA10201-DPB10101 with pseudo-sequence HLA-DPA10201-DPB10101. The binding affinity (normalized) is 0.203.